Dataset: Catalyst prediction with 721,799 reactions and 888 catalyst types from USPTO. Task: Predict which catalyst facilitates the given reaction. (1) Reactant: Br[C:2]1[CH:28]=[CH:27][C:5]([C:6]([NH:8][C:9]2[CH:14]=[CH:13][C:12]([O:15][CH3:16])=[C:11]([NH:17][C:18](=[O:26])[CH2:19][N:20]3[CH2:25][CH2:24][O:23][CH2:22][CH2:21]3)[CH:10]=2)=[O:7])=[CH:4][CH:3]=1.[CH3:29][O:30][C:31]([C:33]1[CH:34]=[C:35](B(O)O)[CH:36]=[CH:37][CH:38]=1)=[O:32].C(=O)([O-])[O-].[Na+].[Na+]. Product: [CH3:16][O:15][C:12]1[CH:13]=[CH:14][C:9]([NH:8][C:6]([C:5]2[CH:27]=[CH:28][C:2]([C:37]3[CH:36]=[CH:35][CH:34]=[C:33]([C:31]([O:30][CH3:29])=[O:32])[CH:38]=3)=[CH:3][CH:4]=2)=[O:7])=[CH:10][C:11]=1[NH:17][C:18](=[O:26])[CH2:19][N:20]1[CH2:25][CH2:24][O:23][CH2:22][CH2:21]1. The catalyst class is: 12. (2) Reactant: [CH3:1][C:2]1[CH:7]=[C:6]([N+:8]([O-:10])=[O:9])[CH:5]=[C:4]([CH3:11])[C:3]=1[OH:12].N1C=CC=CC=1.[S:19](O[S:19]([C:22]([F:25])([F:24])[F:23])(=[O:21])=[O:20])([C:22]([F:25])([F:24])[F:23])(=[O:21])=[O:20]. Product: [F:23][C:22]([F:25])([F:24])[S:19]([O:12][C:3]1[C:2]([CH3:1])=[CH:7][C:6]([N+:8]([O-:10])=[O:9])=[CH:5][C:4]=1[CH3:11])(=[O:21])=[O:20]. The catalyst class is: 4.